Dataset: Full USPTO retrosynthesis dataset with 1.9M reactions from patents (1976-2016). Task: Predict the reactants needed to synthesize the given product. (1) Given the product [CH2:2]([O:9][C:10]1[CH:19]=[CH:18][CH:17]=[C:16]2[C:11]=1[CH2:12][CH2:13][CH2:14][CH:15]2[C:20]([N:22]([CH2:23][C:24]1[CH:25]=[N:26][N:27]([CH2:38][C:39]2[CH:44]=[CH:43][CH:42]=[CH:41][CH:40]=2)[CH:28]=1)[C:29]1[CH:30]=[N:31][C:32]([CH:35]([CH3:37])[CH3:36])=[CH:33][CH:34]=1)=[O:21])[C:3]1[CH:8]=[CH:7][CH:6]=[CH:5][CH:4]=1, predict the reactants needed to synthesize it. The reactants are: Cl.[CH2:2]([O:9][C:10]1[CH:19]=[CH:18][CH:17]=[C:16]2[C:11]=1[CH2:12][CH2:13][CH2:14][CH:15]2[C:20]([N:22]([C:29]1[CH:30]=[N:31][C:32]([CH:35]([CH3:37])[CH3:36])=[CH:33][CH:34]=1)[CH2:23][C:24]1[CH:25]=[N:26][NH:27][CH:28]=1)=[O:21])[C:3]1[CH:8]=[CH:7][CH:6]=[CH:5][CH:4]=1.[CH2:38](Br)[C:39]1[CH:44]=[CH:43][CH:42]=[CH:41][CH:40]=1. (2) Given the product [Cl:1][C:2]1[N:3]=[C:4]([NH:11][C@@H:12]2[CH2:16][CH2:15][NH:14][CH2:13]2)[C:5]2[S:10][CH:9]=[CH:8][C:6]=2[N:7]=1, predict the reactants needed to synthesize it. The reactants are: [Cl:1][C:2]1[N:3]=[C:4]([NH:11][C@@H:12]2[CH2:16][CH2:15][N:14](C(OC(C)(C)C)=O)[CH2:13]2)[C:5]2[S:10][CH:9]=[CH:8][C:6]=2[N:7]=1.Cl.O1CCOCC1. (3) Given the product [Br:1][C:2]1[CH:3]=[C:4]([CH:8]=[C:9]([I:11])[CH:10]=1)[C:5]([O:7][CH3:14])=[O:6], predict the reactants needed to synthesize it. The reactants are: [Br:1][C:2]1[CH:3]=[C:4]([CH:8]=[C:9]([I:11])[CH:10]=1)[C:5]([OH:7])=[O:6].Cl.Cl[CH2:14]Cl. (4) Given the product [F:18][C:17]1[C:12]([O:11][C@H:8]2[CH2:9][CH2:10][C@H:5]([C:3]([NH:20][NH2:21])=[O:2])[CH2:6][CH2:7]2)=[N:13][CH:14]=[CH:15][CH:16]=1, predict the reactants needed to synthesize it. The reactants are: C[O:2][C:3]([C@H:5]1[CH2:10][CH2:9][C@H:8]([O:11][C:12]2[C:17]([F:18])=[CH:16][CH:15]=[CH:14][N:13]=2)[CH2:7][CH2:6]1)=O.O.[NH2:20][NH2:21]. (5) The reactants are: [N+:1]([O-:4])(O)=[O:2].[CH2:5]([O:12][CH2:13][CH2:14][N:15]1[CH2:19][CH2:18][N:17]([C:20]2[CH:24]=[CH:23][N:22]([CH3:25])[N:21]=2)[C:16]1=[O:26])[C:6]1[CH:11]=[CH:10][CH:9]=[CH:8][CH:7]=1.[OH-].[Na+]. Given the product [CH2:5]([O:12][CH2:13][CH2:14][N:15]1[CH2:19][CH2:18][N:17]([C:20]2[C:24]([N+:1]([O-:4])=[O:2])=[CH:23][N:22]([CH3:25])[N:21]=2)[C:16]1=[O:26])[C:6]1[CH:11]=[CH:10][CH:9]=[CH:8][CH:7]=1, predict the reactants needed to synthesize it. (6) Given the product [Br:1][C:2]1[CH:3]=[C:4]([CH:7]=[CH:8][CH:9]=1)[CH2:5][C:17]1[N:22]=[CH:21][CH:20]=[CH:19][N:18]=1, predict the reactants needed to synthesize it. The reactants are: [Br:1][C:2]1[CH:3]=[C:4]([CH:7]=[CH:8][CH:9]=1)[CH2:5]Br.CN(C)C(=O)C.Br[C:17]1[N:22]=[CH:21][CH:20]=[CH:19][N:18]=1.O. (7) Given the product [Cl:1][C:2]1[CH:3]=[C:4]([NH:19][S:28]([C:25]2[CH:24]=[CH:23][C:22]([O:21][CH3:20])=[CH:27][CH:26]=2)(=[O:30])=[O:29])[CH:5]=[N:6][C:7]=1[O:8][C:9]1[CH:10]=[N:11][C:12]2[C:17]([CH:18]=1)=[CH:16][CH:15]=[CH:14][CH:13]=2, predict the reactants needed to synthesize it. The reactants are: [Cl:1][C:2]1[CH:3]=[C:4]([NH2:19])[CH:5]=[N:6][C:7]=1[O:8][C:9]1[CH:10]=[N:11][C:12]2[C:17]([CH:18]=1)=[CH:16][CH:15]=[CH:14][CH:13]=2.[CH3:20][O:21][C:22]1[CH:27]=[CH:26][C:25]([S:28](Cl)(=[O:30])=[O:29])=[CH:24][CH:23]=1. (8) Given the product [N:18]1[CH:23]=[CH:22][C:21]([C:2]2[CH:17]=[CH:16][C:5]([CH2:6][N:7]3[CH:12]=[CH:11][CH:10]=[C:9]([O:13][CH3:14])[C:8]3=[O:15])=[CH:4][CH:3]=2)=[CH:20][CH:19]=1, predict the reactants needed to synthesize it. The reactants are: Br[C:2]1[CH:17]=[CH:16][C:5]([CH2:6][N:7]2[CH:12]=[CH:11][CH:10]=[C:9]([O:13][CH3:14])[C:8]2=[O:15])=[CH:4][CH:3]=1.[N:18]1[CH:23]=[CH:22][C:21](B(O)O)=[CH:20][CH:19]=1.C([O-])([O-])=O.[K+].[K+].